Dataset: Forward reaction prediction with 1.9M reactions from USPTO patents (1976-2016). Task: Predict the product of the given reaction. (1) The product is: [F:41][C:42]1[CH:48]=[CH:47][CH:46]=[C:45]([F:49])[C:43]=1[NH:44][C:33](=[O:34])[C:32]1[CH:37]=[C:28]([C:20]2[N:21]=[C:22]3[CH:27]=[CH:26][CH:25]=[CH:24][N:23]3[C:19]=2[C:17]2[CH:16]=[CH:15][N:14]=[C:13]([NH:12][C:8]3[CH:9]=[CH:10][CH:11]=[C:6]([O:5][CH2:4][CH2:3][N:2]([CH3:40])[CH3:1])[CH:7]=3)[N:18]=2)[CH:29]=[CH:30][C:31]=1[O:38][CH3:39]. Given the reactants [CH3:1][N:2]([CH3:40])[CH2:3][CH2:4][O:5][C:6]1[CH:7]=[C:8]([NH:12][C:13]2[N:18]=[C:17]([C:19]3[N:23]4[CH:24]=[CH:25][CH:26]=[CH:27][C:22]4=[N:21][C:20]=3[C:28]3[CH:29]=[CH:30][C:31]([O:38][CH3:39])=[C:32]([CH:37]=3)[C:33](OC)=[O:34])[CH:16]=[CH:15][N:14]=2)[CH:9]=[CH:10][CH:11]=1.[F:41][C:42]1[CH:48]=[CH:47][CH:46]=[C:45]([F:49])[C:43]=1[NH2:44].C[Si]([N-][Si](C)(C)C)(C)C.[Na+].C([O-])(O)=O.[Na+], predict the reaction product. (2) Given the reactants [NH:1]1[C:5]2=[N:6][C:7]([CH:10]=[O:11])=[CH:8][CH:9]=[C:4]2[CH:3]=[CH:2]1.[CH2:12](O)[CH2:13][OH:14].CCCP(=O)=O, predict the reaction product. The product is: [O:11]1[CH2:12][CH2:13][O:14][CH:10]1[C:7]1[N:6]=[C:5]2[NH:1][CH:2]=[CH:3][C:4]2=[CH:9][CH:8]=1. (3) Given the reactants [NH2:1][C:2]1[C:7]([N+:8]([O-])=O)=[C:6]([NH:11][C@@H:12]2[C@@H:17]3[O:18][C@@H:14]([CH2:15][CH2:16]3)[C@@H:13]2[C:19]([NH2:21])=[O:20])[C:5]([Cl:22])=[CH:4][N:3]=1, predict the reaction product. The product is: [NH2:1][C:2]1[C:7]([NH2:8])=[C:6]([NH:11][CH:12]2[CH:17]3[O:18][CH:14]([CH2:15][CH2:16]3)[CH:13]2[C:19]([NH2:21])=[O:20])[C:5]([Cl:22])=[CH:4][N:3]=1. (4) Given the reactants [O:1]([C:8]1[CH:13]=[CH:12][C:11]([NH:14][C:15]2[N:20]=[CH:19][N:18]=[C:17]([NH:21][C:22]3[CH:23]=[C:24]([CH:29]=[CH:30][CH:31]=3)[C:25]([O:27]C)=[O:26])[CH:16]=2)=[CH:10][CH:9]=1)[C:2]1[CH:7]=[CH:6][CH:5]=[CH:4][CH:3]=1.[Li+].[OH-], predict the reaction product. The product is: [O:1]([C:8]1[CH:9]=[CH:10][C:11]([NH:14][C:15]2[N:20]=[CH:19][N:18]=[C:17]([NH:21][C:22]3[CH:23]=[C:24]([CH:29]=[CH:30][CH:31]=3)[C:25]([OH:27])=[O:26])[CH:16]=2)=[CH:12][CH:13]=1)[C:2]1[CH:3]=[CH:4][CH:5]=[CH:6][CH:7]=1.